Dataset: Full USPTO retrosynthesis dataset with 1.9M reactions from patents (1976-2016). Task: Predict the reactants needed to synthesize the given product. (1) Given the product [C:1]([C:4]1[CH:5]=[C:6]([C:10]2[CH:15]=[CH:14][C:13]([O:16][CH3:17])=[C:12]([CH2:18][N:19]([C:41]([C:40]3[S:39][C:38]4[C:44]([F:49])=[CH:45][CH:46]=[C:47]([F:48])[C:37]=4[C:36]=3[Cl:35])=[O:42])[CH:20]3[CH2:25][CH2:24][CH:23]([N:26]([CH3:34])[C:27](=[O:33])[O:28][C:29]([CH3:30])([CH3:32])[CH3:31])[CH2:22][CH2:21]3)[CH:11]=2)[CH:7]=[CH:8][CH:9]=1)(=[O:3])[CH3:2], predict the reactants needed to synthesize it. The reactants are: [C:1]([C:4]1[CH:5]=[C:6]([C:10]2[CH:15]=[CH:14][C:13]([O:16][CH3:17])=[C:12]([CH2:18][NH:19][CH:20]3[CH2:25][CH2:24][CH:23]([N:26]([CH3:34])[C:27](=[O:33])[O:28][C:29]([CH3:32])([CH3:31])[CH3:30])[CH2:22][CH2:21]3)[CH:11]=2)[CH:7]=[CH:8][CH:9]=1)(=[O:3])[CH3:2].[Cl:35][C:36]1[C:37]2[C:47]([F:48])=[CH:46][CH:45]=[C:44]([F:49])[C:38]=2[S:39][C:40]=1[C:41](Cl)=[O:42]. (2) Given the product [Br:22][C:11]1[N:12]([CH:15]2[CH2:20][CH2:19][CH2:18][CH2:17][O:16]2)[C:13]2[C:9]([N:10]=1)=[C:8]([NH2:21])[N:7]=[C:6]([O:5][CH2:4][CH2:3][O:2][CH3:1])[N:14]=2, predict the reactants needed to synthesize it. The reactants are: [CH3:1][O:2][CH2:3][CH2:4][O:5][C:6]1[N:14]=[C:13]2[C:9]([N:10]=[CH:11][N:12]2[CH:15]2[CH2:20][CH2:19][CH2:18][CH2:17][O:16]2)=[C:8]([NH2:21])[N:7]=1.[Br:22]N1C(=O)CCC1=O. (3) Given the product [Cl:1][C:2]1[CH:3]=[C:4]([NH:10][C@H:11]([C@@H:15]([OH:17])[CH3:16])[C:12]([NH:29][NH:28][C:26](=[O:27])[C:25]2[CH:24]=[CH:23][C:22]([S:19]([CH3:18])(=[O:20])=[O:21])=[CH:31][CH:30]=2)=[O:14])[CH:5]=[CH:6][C:7]=1[C:8]#[N:9], predict the reactants needed to synthesize it. The reactants are: [Cl:1][C:2]1[CH:3]=[C:4]([NH:10][C@H:11]([C@@H:15]([OH:17])[CH3:16])[C:12]([OH:14])=O)[CH:5]=[CH:6][C:7]=1[C:8]#[N:9].[CH3:18][S:19]([C:22]1[CH:31]=[CH:30][C:25]([C:26]([NH:28][NH2:29])=[O:27])=[CH:24][CH:23]=1)(=[O:21])=[O:20].O.ON1C2C=CC=CC=2N=N1.Cl.CN(C)CCCN=C=NCC.C(N(CC)CC)C. (4) Given the product [CH3:36][C:32]1[O:31][C:28]2[CH:29]=[C:30]3[C:21]([C:20]4[C:13]5[C:14](=[C:15]([OH:16])[C:9]6[C:7](=[O:8])[CH:6]=[C:5]([CH2:4][C:2]([CH3:1])=[O:3])[O:11][C:10]=6[CH:12]=5)[C:17]([OH:44])=[CH:18][C:19]=4[OH:43])=[C:22]([OH:42])[CH:23]=[C:24]([OH:41])[C:25]3=[C:26]([OH:40])[C:27]=2[C:34](=[O:35])[CH:33]=1, predict the reactants needed to synthesize it. The reactants are: [CH3:1][C:2]([CH2:4][C:5]1[O:11][C:10]2[CH:12]=[C:13]3[C:20]([C:21]4[C:30]5[C:25](=[C:26]([OH:40])[C:27]6[C:34](=[O:35])[CH:33]=[C:32]([CH2:36]C(C)=O)[O:31][C:28]=6[CH:29]=5)[C:24]([OH:41])=[CH:23][C:22]=4[OH:42])=[C:19]([OH:43])[CH:18]=[C:17]([OH:44])[C:14]3=[C:15]([OH:16])[C:9]=2[C:7](=[O:8])[CH:6]=1)=[O:3].C1(C)C=CC(S(O)(=O)=O)=CC=1.CNC1C=CC=CC=1.C=O.Cl. (5) Given the product [CH3:1][N:2]1[CH2:7][CH2:6][N:5]([CH2:18][CH2:17][CH2:16][CH2:15][Cl:14])[CH2:4][CH2:3]1, predict the reactants needed to synthesize it. The reactants are: [CH3:1][N:2]1[CH2:7][CH2:6][NH:5][CH2:4][CH2:3]1.C(=O)([O-])[O-].[K+].[K+].[Cl:14][CH2:15][CH2:16][CH2:17][CH2:18]Br.